Task: Predict which catalyst facilitates the given reaction.. Dataset: Catalyst prediction with 721,799 reactions and 888 catalyst types from USPTO (1) Reactant: [NH:1]1[CH2:5][CH2:4][C@@H:3]([OH:6])[CH2:2]1.C(N(CC)CC)C.[C:14](O[C:14]([O:16][C:17]([CH3:20])([CH3:19])[CH3:18])=[O:15])([O:16][C:17]([CH3:20])([CH3:19])[CH3:18])=[O:15]. Product: [OH:6][C@@H:3]1[CH2:4][CH2:5][N:1]([C:14]([O:16][C:17]([CH3:20])([CH3:19])[CH3:18])=[O:15])[CH2:2]1. The catalyst class is: 4. (2) Reactant: Br[CH2:2][CH2:3][N:4]1[C:30](=[O:31])[N:7]2[CH:8]([C:23]3[CH:28]=[CH:27][CH:26]=[C:25]([OH:29])[CH:24]=3)[C:9]3[NH:10][C:11]4[C:16]([C:17]=3[CH2:18][C:6]2([CH3:32])[C:5]1=[O:33])=[CH:15][C:14]([O:19][CH:20]([F:22])[F:21])=[CH:13][CH:12]=4.[CH3:34][NH2:35]. Product: [F:21][CH:20]([F:22])[O:19][C:14]1[CH:15]=[C:16]2[C:11](=[CH:12][CH:13]=1)[NH:10][C:9]1[CH:8]([C:23]3[CH:28]=[CH:27][CH:26]=[C:25]([OH:29])[CH:24]=3)[N:7]3[C:30](=[O:31])[N:4]([CH2:3][CH2:2][NH:35][CH3:34])[C:5](=[O:33])[C:6]3([CH3:32])[CH2:18][C:17]2=1. The catalyst class is: 7. (3) Reactant: ClC(Cl)(Cl)C([C:5]1[N:9]2[C:10]([CH2:14][N:15]([C:29]([O:31]C(C)(C)C)=O)[CH2:16][CH2:17][CH2:18][CH2:19][CH2:20][NH:21][S:22]([C:25]([F:28])([F:27])[F:26])(=[O:24])=[O:23])=[CH:11][CH:12]=[CH:13][C:8]2=[N:7][CH:6]=1)=O.I[Si](C)(C)C.C(=O)([O-])O.[Na+]. Product: [F:27][C:25]([F:26])([F:28])[S:22]([NH:21][CH2:20][CH2:19][CH2:18][CH2:17][CH2:16][N:15]1[CH2:14][C:10]2[N:9]3[C:5](=[CH:6][N:7]=[C:8]3[CH:13]=[CH:12][CH:11]=2)[C:29]1=[O:31])(=[O:24])=[O:23]. The catalyst class is: 22.